This data is from Full USPTO retrosynthesis dataset with 1.9M reactions from patents (1976-2016). The task is: Predict the reactants needed to synthesize the given product. Given the product [NH:28]([C:29]1[N:31]=[C:5]([C:7]2[N:11]([CH:12]3[CH2:13][CH2:14][CH2:15]3)[C:10]([CH3:16])=[N:9][CH:8]=2)[CH:4]=[CH:3][N:30]=1)[C:22]1[CH:27]=[CH:26][CH:25]=[CH:24][CH:23]=1, predict the reactants needed to synthesize it. The reactants are: CN(C)[CH:3]=[CH:4][C:5]([C:7]1[N:11]([CH:12]2[CH2:15][CH2:14][CH2:13]2)[C:10]([CH3:16])=[N:9][CH:8]=1)=O.C(=O)(O)O.[C:22]1([NH:28][C:29]([NH2:31])=[NH:30])[CH:27]=[CH:26][CH:25]=[CH:24][CH:23]=1.C[O-].[Na+].O.